This data is from Forward reaction prediction with 1.9M reactions from USPTO patents (1976-2016). The task is: Predict the product of the given reaction. (1) Given the reactants [CH3:1][O:2][C:3](=[O:12])[C:4]1[CH:9]=[CH:8][C:7]([Cl:10])=[N:6][C:5]=1Cl.CN.[CH:15]([N:18](C(C)C)CC)(C)C, predict the reaction product. The product is: [CH3:1][O:2][C:3](=[O:12])[C:4]1[CH:9]=[CH:8][C:7]([Cl:10])=[N:6][C:5]=1[NH:18][CH3:15]. (2) Given the reactants CO[CH:3]([O:19]C)[C:4]1[CH:13]=[CH:12][C:7]([O:8][CH2:9][CH2:10]N)=[C:6]([O:14][CH3:15])[C:5]=1[N+:16]([O-:18])=[O:17].C([N:23](CC)CC)C.[CH2:28]([S:31](Cl)(=[O:33])=[O:32])[CH2:29][CH3:30].O, predict the reaction product. The product is: [CH:3]([C:4]1[CH:13]=[CH:12][C:7]([O:8][CH2:9][CH2:10][CH:28]([S:31]([NH2:23])(=[O:33])=[O:32])[CH2:29][CH3:30])=[C:6]([O:14][CH3:15])[C:5]=1[N+:16]([O-:18])=[O:17])=[O:19].